This data is from Peptide-MHC class II binding affinity with 134,281 pairs from IEDB. The task is: Regression. Given a peptide amino acid sequence and an MHC pseudo amino acid sequence, predict their binding affinity value. This is MHC class II binding data. (1) The peptide sequence is GKLIHEWCCRSCTLP. The MHC is DRB1_0901 with pseudo-sequence DRB1_0901. The binding affinity (normalized) is 0.137. (2) The peptide sequence is TGSRWCCWPVVPVAL. The MHC is HLA-DQA10102-DQB10602 with pseudo-sequence HLA-DQA10102-DQB10602. The binding affinity (normalized) is 0.202. (3) The peptide sequence is MYMWLGARYLEFEAL. The MHC is HLA-DQA10103-DQB10603 with pseudo-sequence HLA-DQA10103-DQB10603. The binding affinity (normalized) is 0. (4) The peptide sequence is QRGNFKGQKRIKCF. The MHC is DRB1_0802 with pseudo-sequence DRB1_0802. The binding affinity (normalized) is 0.275. (5) The peptide sequence is GRLLRGYNQFAYDG. The MHC is DRB3_0202 with pseudo-sequence DRB3_0202. The binding affinity (normalized) is 0.890. (6) The peptide sequence is EDGIYGIFQSTFLGA. The MHC is DRB1_0701 with pseudo-sequence DRB1_0701. The binding affinity (normalized) is 0.808. (7) The peptide sequence is QSALSEFIKFAEGRR. The MHC is HLA-DQA10501-DQB10302 with pseudo-sequence HLA-DQA10501-DQB10302. The binding affinity (normalized) is 0.159.